From a dataset of Forward reaction prediction with 1.9M reactions from USPTO patents (1976-2016). Predict the product of the given reaction. (1) Given the reactants O=S(Cl)Cl.[Br:5][C:6]1[S:13][C:12]2[C:11]([I:14])=[C:10]([C:15]([OH:17])=O)[N:9]([CH2:18][C:19]3[CH:24]=[CH:23][CH:22]=[C:21]([Cl:25])[CH:20]=3)[C:8]=2[CH:7]=1.[CH3:26][O:27][CH2:28][CH2:29][NH2:30], predict the reaction product. The product is: [CH3:26][O:27][CH2:28][CH2:29][NH:30][C:15]([C:10]1[N:9]([CH2:18][C:19]2[CH:24]=[CH:23][CH:22]=[C:21]([Cl:25])[CH:20]=2)[C:8]2[CH:7]=[C:6]([Br:5])[S:13][C:12]=2[C:11]=1[I:14])=[O:17]. (2) Given the reactants [NH2:1][C:2]1[CH:3]=[C:4]([CH3:30])[C:5]([O:8][CH2:9][CH2:10][C@@H:11]2[CH2:13][C@@H:12]2[CH:14]2[CH2:19][CH2:18][N:17]([C:20]([O:22][CH2:23][C:24]3[CH:29]=[CH:28][CH:27]=[CH:26][CH:25]=3)=[O:21])[CH2:16][CH2:15]2)=[N:6][CH:7]=1.[N-:31]=[N+:32]=[N-:33].[Na+].[CH:35](OCC)(OCC)OCC, predict the reaction product. The product is: [CH3:30][C:4]1[C:5]([O:8][CH2:9][CH2:10][C@@H:11]2[CH2:13][C@@H:12]2[CH:14]2[CH2:19][CH2:18][N:17]([C:20]([O:22][CH2:23][C:24]3[CH:25]=[CH:26][CH:27]=[CH:28][CH:29]=3)=[O:21])[CH2:16][CH2:15]2)=[N:6][CH:7]=[C:2]([N:1]2[CH:35]=[N:33][N:32]=[N:31]2)[CH:3]=1. (3) Given the reactants Cl.Br[CH2:3][C:4]1[N:5]=[C:6]2[C:11](=[N:12][CH:13]=1)[N:10]=[C:9]([NH2:14])[N:8]=[C:7]2[NH2:15].[CH3:16][NH:17][C:18]1[CH:19]=[C:20]([CH:24]=[CH:25][CH:26]=1)C(O)=O.[C:27](=[O:30])([O-])[O-:28].[K+].[K+], predict the reaction product. The product is: [NH2:14][C:9]1[N:8]=[C:7]([NH2:15])[C:6]2[C:11](=[N:12][CH:13]=[C:4]([CH2:3][N:17]([C:18]3[CH:19]=[CH:20][C:24]([C:27]([OH:28])=[O:30])=[CH:25][CH:26]=3)[CH3:16])[N:5]=2)[N:10]=1. (4) Given the reactants [N:1]1[CH:6]=[CH:5][C:4]([C:7]2[N:11]3[N:12]=[C:13]([NH:16][C:17]4[CH:27]=[CH:26][C:20]([C:21]([O:23]CC)=[O:22])=[CH:19][CH:18]=4)[CH:14]=[CH:15][C:10]3=[N:9][CH:8]=2)=[CH:3][CH:2]=1.[OH-].[Na+], predict the reaction product. The product is: [N:1]1[CH:2]=[CH:3][C:4]([C:7]2[N:11]3[N:12]=[C:13]([NH:16][C:17]4[CH:27]=[CH:26][C:20]([C:21]([OH:23])=[O:22])=[CH:19][CH:18]=4)[CH:14]=[CH:15][C:10]3=[N:9][CH:8]=2)=[CH:5][CH:6]=1. (5) Given the reactants [CH2:1]([NH:8][CH2:9][CH:10]([C:18]1[CH:23]=[CH:22][C:21]([Cl:24])=[C:20]([Cl:25])[CH:19]=1)[CH:11]1[CH2:15][O:14]C(C)(C)[O:12]1)[C:2]1[CH:7]=[CH:6][CH:5]=[CH:4][CH:3]=1.Cl.C(=O)([O-])O.[Na+], predict the reaction product. The product is: [CH2:1]([NH:8][CH2:9][CH:10]([C:18]1[CH:23]=[CH:22][C:21]([Cl:24])=[C:20]([Cl:25])[CH:19]=1)[CH:11]([OH:12])[CH2:15][OH:14])[C:2]1[CH:3]=[CH:4][CH:5]=[CH:6][CH:7]=1. (6) Given the reactants [S:1]([O-:5])([OH:4])(=[O:3])=[O:2].[NH2:6][C:7]([N:9]([CH2:49][CH2:50][CH2:51]N)[C:10]1[CH:14]=[N+:13]([CH2:15][C:16]2[CH2:23][S:22][C@H:21]3[N:18]([C:19](=[O:42])[C@H:20]3[NH:24][C:25](=[O:41])/[C:26](/[C:35]3[N:39]=[C:38]([NH2:40])[S:37][N:36]=3)=[N:27]\[O:28][C:29]([C:32]([OH:34])=[O:33])([CH3:31])[CH3:30])[C:17]=2[C:43]([OH:45])=[O:44])[N:12]2[CH2:46][CH2:47][NH:48][C:11]=12)=[NH:8], predict the reaction product. The product is: [S:1]([O-:5])([OH:4])(=[O:3])=[O:2].[NH2:40][C:38]1[S:37][N:36]=[C:35](/[C:26](=[N:27]/[O:28][C:29]([C:32]([OH:34])=[O:33])([CH3:30])[CH3:31])/[C:25]([NH:24][C@@H:20]2[C:19](=[O:42])[N:18]3[C@@H:21]2[S:22][CH2:23][C:16]([CH2:15][N+:13]2[N:12]4[CH2:46][CH2:47][NH:48][C:11]4=[C:10]([N:9]4[CH2:49][CH2:50][CH2:51][NH:8][C:7]4=[NH:6])[CH:14]=2)=[C:17]3[C:43]([OH:45])=[O:44])=[O:41])[N:39]=1. (7) Given the reactants Br[C:2]1[CH:11]=[CH:10][CH:9]=[C:8]2[C:3]=1[CH:4]=[CH:5][N:6]=[CH:7]2.[N+:12]([C:15]1[CH:16]=[C:17](B(O)O)[CH:18]=[CH:19][CH:20]=1)([O-:14])=[O:13], predict the reaction product. The product is: [N+:12]([C:15]1[CH:20]=[C:19]([C:2]2[CH:11]=[CH:10][CH:9]=[C:8]3[C:3]=2[CH:4]=[CH:5][N:6]=[CH:7]3)[CH:18]=[CH:17][CH:16]=1)([O-:14])=[O:13]. (8) Given the reactants [OH-].[Na+].C([O:5][C:6]([C:8]1[CH:13]=[CH:12][C:11]([C:14]2[CH:19]=[CH:18][C:17]([C:20]3[S:21][CH:22]=[CH:23][C:24]=3[NH:25][S:26]([CH:29]([CH3:31])[CH3:30])(=[O:28])=[O:27])=[CH:16][CH:15]=2)=[CH:10][CH:9]=1)=[O:7])C.Cl, predict the reaction product. The product is: [CH3:31][CH:29]([S:26]([NH:25][C:24]1[CH:23]=[CH:22][S:21][C:20]=1[C:17]1[CH:18]=[CH:19][C:14]([C:11]2[CH:12]=[CH:13][C:8]([C:6]([OH:7])=[O:5])=[CH:9][CH:10]=2)=[CH:15][CH:16]=1)(=[O:27])=[O:28])[CH3:30].